Dataset: Experimental lipophilicity measurements (octanol/water distribution) for 4,200 compounds from AstraZeneca. Task: Regression/Classification. Given a drug SMILES string, predict its absorption, distribution, metabolism, or excretion properties. Task type varies by dataset: regression for continuous measurements (e.g., permeability, clearance, half-life) or binary classification for categorical outcomes (e.g., BBB penetration, CYP inhibition). For this dataset (lipophilicity_astrazeneca), we predict Y. (1) The drug is N#Cc1nc(NC2CCOC2)c(N)c(N2CCOCC2)n1. The Y is 1.60 logD. (2) The compound is NC(=O)Nc1sc(-c2ccccc2)cc1C(=O)N1CCOCC1. The Y is 2.24 logD. (3) The drug is O=C(O)CCC(=O)N1CCC(c2nc(-c3cccs3)no2)CC1. The Y is -1.27 logD. (4) The drug is CC(C)Cn1c(=O)n(C)c(=O)c2c(C(=O)N3C[C@H](O)[C@H](O)C3)c(Cc3ccnc4ccccc34)sc21. The Y is 1.18 logD.